This data is from Reaction yield outcomes from USPTO patents with 853,638 reactions. The task is: Predict the reaction yield, written as a fraction of the theoretical maximum amount of product (1.0 means a 100% yield; for example, 0.34 means a 34% yield). (1) The reactants are [CH3:1][N:2]([CH3:27])[CH2:3][CH2:4][CH2:5][N:6]([C:14]1[CH:19]=[C:18]([C:20]([F:23])([F:22])[F:21])[CH:17]=[C:16]([N+:24]([O-])=O)[CH:15]=1)[C:7](=[O:13])[O:8][C:9]([CH3:12])([CH3:11])[CH3:10]. The catalyst is CO.[Pd]. The product is [NH2:24][C:16]1[CH:15]=[C:14]([N:6]([CH2:5][CH2:4][CH2:3][N:2]([CH3:27])[CH3:1])[C:7](=[O:13])[O:8][C:9]([CH3:10])([CH3:11])[CH3:12])[CH:19]=[C:18]([C:20]([F:23])([F:22])[F:21])[CH:17]=1. The yield is 0.970. (2) The reactants are [Br:1][C:2]1[CH:9]=[CH:8][C:5]([CH:6]=O)=[CH:4][CH:3]=1.[CH3:10][CH:11]([CH3:15])[C:12](=[O:14])[CH3:13]. The catalyst is [OH-].[Na+].C(O)C.O. The product is [Br:1][C:2]1[CH:9]=[CH:8][C:5]([CH:6]=[CH:13][C:12](=[O:14])[CH:11]([CH3:15])[CH3:10])=[CH:4][CH:3]=1. The yield is 0.580. (3) The reactants are [Br:1][C:2]1[C:3](O[C:6](=[O:8])[CH:7]=1)=[O:4].C([N:11]([CH2:13][CH3:14])[NH2:12])C.[CH3:15][C:16](O)=O. No catalyst specified. The product is [Br:1][C:2]1[C:3](=[O:4])[N:11]([CH2:13][CH3:14])[N:12]([CH2:15][CH3:16])[C:6](=[O:8])[CH:7]=1. The yield is 0.640. (4) The reactants are C([O:3][C:4](=O)[N:5]([C:14]1[CH:19]=[C:18]([O:20][CH2:21][CH:22]2[CH2:27][CH2:26][O:25][CH2:24][CH2:23]2)[N:17]=[C:16]([NH2:28])[C:15]=1[NH2:29])[CH2:6][C:7]1[CH:8]=[N:9][C:10]([CH3:13])=[CH:11][CH:12]=1)C. The catalyst is C(O)C.C(O)(=O)C. The product is [NH2:28][C:16]1[C:15]2[NH:29][C:4](=[O:3])[N:5]([CH2:6][C:7]3[CH:8]=[N:9][C:10]([CH3:13])=[CH:11][CH:12]=3)[C:14]=2[CH:19]=[C:18]([O:20][CH2:21][CH:22]2[CH2:23][CH2:24][O:25][CH2:26][CH2:27]2)[N:17]=1. The yield is 0.880.